From a dataset of Forward reaction prediction with 1.9M reactions from USPTO patents (1976-2016). Predict the product of the given reaction. Given the reactants [O:1]=[S:2]1(=[O:20])[CH2:6][CH2:5][CH2:4][N:3]1[C:7]1[CH:15]=[CH:14][C:10]([C:11]([OH:13])=O)=[C:9]([S:16]([CH3:19])(=[O:18])=[O:17])[CH:8]=1.Cl.[CH:22]1([C:25]2[C:26]([N:32]3[CH2:37][CH2:36][NH:35][CH2:34][CH2:33]3)=[N:27][CH:28]=[C:29]([CH3:31])[CH:30]=2)[CH2:24][CH2:23]1, predict the reaction product. The product is: [CH:22]1([C:25]2[C:26]([N:32]3[CH2:37][CH2:36][N:35]([C:11]([C:10]4[CH:14]=[CH:15][C:7]([N:3]5[CH2:4][CH2:5][CH2:6][S:2]5(=[O:1])=[O:20])=[CH:8][C:9]=4[S:16]([CH3:19])(=[O:18])=[O:17])=[O:13])[CH2:34][CH2:33]3)=[N:27][CH:28]=[C:29]([CH3:31])[CH:30]=2)[CH2:23][CH2:24]1.